From a dataset of Forward reaction prediction with 1.9M reactions from USPTO patents (1976-2016). Predict the product of the given reaction. (1) The product is: [Cl:15][C:16]1[C:17]([F:38])=[C:18]([CH:27]2[CH2:30][N:29]([C:31]([O:33][C:34]([CH3:37])([CH3:36])[CH3:35])=[O:32])[CH2:28]2)[C:19]([O:25][CH3:26])=[C:20]([CH:22]([Cl:3])[CH3:23])[CH:21]=1. Given the reactants N1C(Cl)=NC(Cl)=NC=1[Cl:3].CN(C)C=O.[Cl:15][C:16]1[C:17]([F:38])=[C:18]([CH:27]2[CH2:30][N:29]([C:31]([O:33][C:34]([CH3:37])([CH3:36])[CH3:35])=[O:32])[CH2:28]2)[C:19]([O:25][CH3:26])=[C:20]([CH:22](O)[CH3:23])[CH:21]=1.O, predict the reaction product. (2) Given the reactants [CH3:1][O:2][C:3]1[CH:12]=[C:11]2[C:6]([CH2:7][CH2:8][C:9](=[O:15])[C:10]2([CH3:14])[CH3:13])=[CH:5][CH:4]=1.I[C:17]1[CH:22]=[CH:21][N:20]=[CH:19][C:18]=1[O:23][CH2:24][O:25][CH3:26].CC(C)([O-])C.[Na+].COC1C=CC=C(OC)C=1C1C=CC=CC=1P(C1CCCCC1)C1CCCCC1, predict the reaction product. The product is: [CH3:1][O:2][C:3]1[CH:12]=[C:11]2[C:6]([CH2:7][CH:8]([C:17]3[CH:22]=[CH:21][N:20]=[CH:19][C:18]=3[O:23][CH2:24][O:25][CH3:26])[C:9](=[O:15])[C:10]2([CH3:13])[CH3:14])=[CH:5][CH:4]=1. (3) Given the reactants [O:1]=[C:2]1[NH:19][C:18](=[O:20])[CH2:17][C:4]2([CH2:9][CH2:8][N:7]([C:10](OC(C)(C)C)=O)[CH2:6][CH2:5]2)[CH2:3]1.[Cl:21][C:22]1[CH:23]=[CH:24][C:25]([CH2:28][O:29][C:30]2[CH:35]=[CH:34][N:33]([C:36]3[CH:37]=[N:38]C(F)=[CH:40][CH:41]=3)[C:32](=[O:43])[CH:31]=2)=[N:26][CH:27]=1.C([O-])([O-])=O.[K+].[K+], predict the reaction product. The product is: [Cl:21][C:22]1[CH:23]=[CH:24][C:25]([CH2:28][O:29][C:30]2[CH:35]=[CH:34][N:33]([C:36]3[CH:37]=[N:38][C:10]([N:7]4[CH2:6][CH2:5][C:4]5([CH2:17][C:18](=[O:20])[NH:19][C:2](=[O:1])[CH2:3]5)[CH2:9][CH2:8]4)=[CH:40][CH:41]=3)[C:32](=[O:43])[CH:31]=2)=[N:26][CH:27]=1. (4) Given the reactants [Cl:1][C:2]1[CH:7]=[C:6]([Cl:8])[CH:5]=[CH:4][C:3]=1[C:9]1[CH:10]=[C:11]([C:21]([N:23]2[CH2:28][CH2:27][C:26]([C:32]3[CH:37]=[CH:36][CH:35]=[CH:34][CH:33]=3)([C:29]([NH2:31])=[O:30])[CH2:25][CH2:24]2)=[O:22])[S:12][C:13]=1[C:14]1[CH:19]=[CH:18][C:17]([OH:20])=[CH:16][CH:15]=1.C(=O)([O-])[O-].[K+].[K+].Cl[CH2:45][CH2:46][CH2:47][OH:48], predict the reaction product. The product is: [Cl:1][C:2]1[CH:7]=[C:6]([Cl:8])[CH:5]=[CH:4][C:3]=1[C:9]1[CH:10]=[C:11]([C:21]([N:23]2[CH2:24][CH2:25][C:26]([C:32]3[CH:33]=[CH:34][CH:35]=[CH:36][CH:37]=3)([C:29]([NH2:31])=[O:30])[CH2:27][CH2:28]2)=[O:22])[S:12][C:13]=1[C:14]1[CH:15]=[CH:16][C:17]([O:20][CH2:45][CH2:46][CH2:47][OH:48])=[CH:18][CH:19]=1. (5) Given the reactants [N+](C1C=CC(CO[C:10]([CH2:12][C:13]([C:15]2[CH:24]=[CH:23][C:18]([C:19]([O:21][CH3:22])=[O:20])=[CH:17][CH:16]=2)=O)=[O:11])=CC=1)([O-])=O.[NH2:27][C:28]1[CH:32]=[CH:31][NH:30][N:29]=1, predict the reaction product. The product is: [O:11]=[C:10]1[N:29]2[N:30]=[CH:31][CH:32]=[C:28]2[NH:27][C:13]([C:15]2[CH:16]=[CH:17][C:18]([C:19]([O:21][CH3:22])=[O:20])=[CH:23][CH:24]=2)=[CH:12]1. (6) Given the reactants ClC1C=CC=C(C(OO)=[O:9])C=1.[Br:12][C:13]1[CH:14]=[N:15][C:16]2[C:21]([CH:22]=1)=[CH:20][CH:19]=[CH:18][CH:17]=2, predict the reaction product. The product is: [Br:12][C:13]1[CH:14]=[N+:15]([O-:9])[C:16]2[C:21]([CH:22]=1)=[CH:20][CH:19]=[CH:18][CH:17]=2. (7) Given the reactants ClC1C=CC=C(C(OO)=[O:9])C=1.[CH3:12][O:13][C:14]1[CH:15]=[C:16]([N:22]2[CH2:27][CH2:26][N:25]([C:28]([C:30]3[N:31]=[C:32]([S:41][CH3:42])[NH:33][C:34]=3[C:35]3[CH:40]=[CH:39][CH:38]=[CH:37][CH:36]=3)=[O:29])[CH2:24][CH2:23]2)[CH:17]=[C:18]([O:20][CH3:21])[CH:19]=1, predict the reaction product. The product is: [CH3:12][O:13][C:14]1[CH:15]=[C:16]([N:22]2[CH2:23][CH2:24][N:25]([C:28]([C:30]3[N:31]=[C:32]([S:41]([CH3:42])=[O:9])[NH:33][C:34]=3[C:35]3[CH:36]=[CH:37][CH:38]=[CH:39][CH:40]=3)=[O:29])[CH2:26][CH2:27]2)[CH:17]=[C:18]([O:20][CH3:21])[CH:19]=1.